This data is from Catalyst prediction with 721,799 reactions and 888 catalyst types from USPTO. The task is: Predict which catalyst facilitates the given reaction. (1) Reactant: [CH2:1]([C:3]1[CH:8]=[C:7]([CH3:9])[NH:6][C:5](=[O:10])[C:4]=1[C:11]#[N:12])[CH3:2].N. Product: [NH2:12][CH2:11][C:4]1[C:5](=[O:10])[NH:6][C:7]([CH3:9])=[CH:8][C:3]=1[CH2:1][CH3:2]. The catalyst class is: 227. (2) Reactant: [C:1]([O:5][C:6]([N:8]1[CH2:13][CH2:12][CH:11]([CH:14]=[CH:15][C:16]2[O:24][C:23]3[CH:22]=[CH:21][N:20]=[CH:19][C:18]=3[CH:17]=2)[CH2:10][CH2:9]1)=[O:7])([CH3:4])([CH3:3])[CH3:2]. Product: [C:1]([O:5][C:6]([N:8]1[CH2:9][CH2:10][CH:11]([CH2:14][CH2:15][C:16]2[O:24][C:23]3[CH:22]=[CH:21][N:20]=[CH:19][C:18]=3[CH:17]=2)[CH2:12][CH2:13]1)=[O:7])([CH3:4])([CH3:2])[CH3:3]. The catalyst class is: 50. (3) Reactant: B(Br)(Br)Br.C[O:6][C:7]1[CH:20]=[CH:19][C:10]2[NH:11][C:12](=[O:18])[CH2:13][N:14]([CH3:17])[C:15](=[O:16])[C:9]=2[CH:8]=1. Product: [OH:6][C:7]1[CH:20]=[CH:19][C:10]2[NH:11][C:12](=[O:18])[CH2:13][N:14]([CH3:17])[C:15](=[O:16])[C:9]=2[CH:8]=1. The catalyst class is: 2. (4) Reactant: C([O:3][C:4]([C:6]1[C:7]([F:17])=[CH:8][C:9]2[S:14][CH2:13][C:12](=[O:15])[NH:11][C:10]=2[CH:16]=1)=O)C.C(OC(=O)C1C=C([N+]([O-])=O)C(SCC(OCC)=O)=CC=1F)C. Product: [F:17][C:7]1[C:6]([CH:4]=[O:3])=[CH:16][C:10]2[NH:11][C:12](=[O:15])[CH2:13][S:14][C:9]=2[CH:8]=1. The catalyst class is: 180. (5) Reactant: [C:1]1([O:9][CH3:10])[C:2](=[CH:5][CH:6]=[CH:7][CH:8]=1)[O:3][CH3:4].[CH3:11][C:12]([CH3:17])=[CH:13][C:14](Cl)=[O:15].[Al+3].[Cl-].[Cl-].[Cl-]. Product: [CH3:4][O:3][C:2]1[CH:5]=[C:6]([C:14](=[O:15])[CH:13]=[C:12]([CH3:17])[CH3:11])[CH:7]=[CH:8][C:1]=1[O:9][CH3:10]. The catalyst class is: 2. (6) Reactant: [C:1]([C:5]1[CH:14]=[C:13]2[C:8]([CH:9]([OH:15])[CH2:10][CH2:11][O:12]2)=[CH:7][CH:6]=1)([CH3:4])([CH3:3])[CH3:2].[Cr](Cl)([O-])(=O)=O.[NH+]1C=CC=CC=1. Product: [C:1]([C:5]1[CH:14]=[C:13]2[C:8]([C:9](=[O:15])[CH2:10][CH2:11][O:12]2)=[CH:7][CH:6]=1)([CH3:4])([CH3:2])[CH3:3]. The catalyst class is: 4. (7) Reactant: [CH2:1]([O:3][C:4](=[O:22])[C:5]([CH3:21])=[CH:6][C:7]1[N:11]([CH:12]2[CH2:14][CH2:13]2)[C:10]([C:15]2[CH:20]=[CH:19][N:18]=[CH:17][CH:16]=2)=[N:9][N:8]=1)[CH3:2]. The catalyst class is: 50. Product: [CH2:1]([O:3][C:4](=[O:22])[CH:5]([CH3:21])[CH2:6][C:7]1[N:11]([CH:12]2[CH2:14][CH2:13]2)[C:10]([C:15]2[CH:16]=[CH:17][N:18]=[CH:19][CH:20]=2)=[N:9][N:8]=1)[CH3:2].